Dataset: Forward reaction prediction with 1.9M reactions from USPTO patents (1976-2016). Task: Predict the product of the given reaction. (1) The product is: [O:19]1[C:23]2[CH:24]=[CH:25][CH:26]=[CH:27][C:22]=2[C:21]([NH:28][C:29]([N:31]2[CH2:36][CH2:35][N:34]([C:2]3[S:6][N:5]=[C:4]([C:7]4[CH:11]=[CH:10][S:9][CH:8]=4)[N:3]=3)[CH2:33][CH2:32]2)=[O:30])=[N:20]1. Given the reactants Cl[C:2]1[S:6][N:5]=[C:4]([C:7]2[CH:11]=[CH:10][S:9][CH:8]=2)[N:3]=1.FC(F)(F)C(O)=O.[O:19]1[C:23]2[CH:24]=[CH:25][CH:26]=[CH:27][C:22]=2[C:21]([NH:28][C:29]([N:31]2[CH2:36][CH2:35][NH:34][CH2:33][CH2:32]2)=[O:30])=[N:20]1.C(N(CC)CC)C.O, predict the reaction product. (2) Given the reactants Cl[C:2]1[C:7]([C:8]([NH:10][C:11]2[C:12]([NH:21][CH2:22][CH3:23])=[N:13][C:14]([C:17]([F:20])([F:19])[F:18])=[CH:15][CH:16]=2)=[O:9])=[CH:6][C:5]([Br:24])=[CH:4][N:3]=1.[H-].[Na+], predict the reaction product. The product is: [Br:24][C:5]1[CH:4]=[N:3][C:2]2[N:21]([CH2:22][CH3:23])[C:12]3[N:13]=[C:14]([C:17]([F:20])([F:19])[F:18])[CH:15]=[CH:16][C:11]=3[NH:10][C:8](=[O:9])[C:7]=2[CH:6]=1. (3) Given the reactants [N:1]1[CH:6]=[CH:5][C:4]([C:7]2[CH:14]=[CH:13][C:10]([CH:11]=O)=[CH:9][CH:8]=2)=[N:3][CH:2]=1.N1(C2C=C[C:23]([CH:24]=[O:25])=CC=2)C=CC=N1, predict the reaction product. The product is: [N:1]1[CH:6]=[CH:5][C:4]([C:7]2[CH:14]=[CH:13][C:10](/[CH:11]=[CH:23]/[CH:24]=[O:25])=[CH:9][CH:8]=2)=[N:3][CH:2]=1.